Dataset: Forward reaction prediction with 1.9M reactions from USPTO patents (1976-2016). Task: Predict the product of the given reaction. (1) Given the reactants [Br:1][C:2]1[N:7]=[C:6]([C:8]([OH:10])=O)[CH:5]=[CH:4][CH:3]=1.[CH3:11][O:12][C:13]([C:15]1[C:19]([NH2:20])=[CH:18][N:17]([CH3:21])[N:16]=1)=[O:14].C(N(C(C)C)C(C)C)C.ClP(N1CCOC1=O)(N1CCOC1=O)=O, predict the reaction product. The product is: [CH3:11][O:12][C:13]([C:15]1[C:19]([NH:20][C:8]([C:6]2[CH:5]=[CH:4][CH:3]=[C:2]([Br:1])[N:7]=2)=[O:10])=[CH:18][N:17]([CH3:21])[N:16]=1)=[O:14]. (2) Given the reactants [Cl:1][C:2]1[CH:3]=[C:4]([NH2:12])[C:5]([NH2:11])=[CH:6][C:7]=1[N+:8]([O-:10])=[O:9].[CH:13](=O)[CH:14]=O.O, predict the reaction product. The product is: [Cl:1][C:2]1[CH:3]=[C:4]2[C:5](=[CH:6][C:7]=1[N+:8]([O-:10])=[O:9])[N:11]=[CH:14][CH:13]=[N:12]2. (3) Given the reactants Cl.[Cl:2][C:3]1[CH:4]=[C:5]([C:13]2[N:18]=[CH:17][N:16]=[C:15]([NH:19][CH2:20][C@H:21]([NH:28]C(=O)OC(C)(C)C)[C:22]3[CH:27]=[CH:26][CH:25]=[CH:24][CH:23]=3)[CH:14]=2)[CH:6]=[CH:7][C:8]=1[C:9]([F:12])([F:11])[F:10], predict the reaction product. The product is: [ClH:2].[Cl:2][C:3]1[CH:4]=[C:5]([C:13]2[N:18]=[CH:17][N:16]=[C:15]([NH:19][CH2:20][C@@H:21]([C:22]3[CH:27]=[CH:26][CH:25]=[CH:24][CH:23]=3)[NH2:28])[CH:14]=2)[CH:6]=[CH:7][C:8]=1[C:9]([F:11])([F:10])[F:12]. (4) Given the reactants [F:1][C:2]1[CH:3]=[C:4]([CH:7]=[CH:8][C:9]=1[N:10]1[CH2:14][CH2:13][CH2:12][CH2:11]1)[CH2:5][NH2:6].[N:15]([C:18]1[CH:27]=[CH:26][CH:25]=[C:24]2[C:19]=1[CH:20]=[C:21]([CH3:28])[N:22]=[CH:23]2)=[C:16]=[O:17].N(C1C=CC=C2C=1C=CN=C2)=C=O, predict the reaction product. The product is: [F:1][C:2]1[CH:3]=[C:4]([CH:7]=[CH:8][C:9]=1[N:10]1[CH2:14][CH2:13][CH2:12][CH2:11]1)[CH2:5][NH:6][C:16]([NH:15][C:18]1[CH:27]=[CH:26][CH:25]=[C:24]2[C:19]=1[CH:20]=[C:21]([CH3:28])[N:22]=[CH:23]2)=[O:17]. (5) Given the reactants [C:1]([O:5][C:6]([N:8]1[C:16]2[CH2:15][CH2:14][N:13]([C:17]([O:19][C:20]([CH3:23])([CH3:22])[CH3:21])=[O:18])[CH2:12][C:11]=2[CH:10]=[C:9]1[CH:24]=[O:25])=[O:7])([CH3:4])([CH3:3])[CH3:2].Cl([O-])=[O:27].[Na+].P([O-])(O)(O)=O.[Na+].S([O-])([O-])(=O)=O.[NH4+].[NH4+], predict the reaction product. The product is: [C:1]([O:5][C:6]([N:8]1[C:16]2[CH2:15][CH2:14][N:13]([C:17]([O:19][C:20]([CH3:23])([CH3:22])[CH3:21])=[O:18])[CH2:12][C:11]=2[CH:10]=[C:9]1[C:24]([OH:27])=[O:25])=[O:7])([CH3:4])([CH3:2])[CH3:3]. (6) The product is: [NH3:7].[CH3:21][O:22][C:23]1[N:28]=[C:27]([NH:29][C:2]2[CH:3]=[CH:4][C:5]3[CH2:6][N:7]([CH3:20])[CH2:8][CH:9]([C:13]4[CH:18]=[CH:17][C:16]([CH3:19])=[CH:15][N:14]=4)[O:10][C:11]=3[N:12]=2)[CH:26]=[CH:25][C:24]=1[C:30]1[CH:31]=[N:32][N:33]([CH3:35])[CH:34]=1. Given the reactants Cl[C:2]1[CH:3]=[CH:4][C:5]2[CH2:6][N:7]([CH3:20])[CH2:8][CH:9]([C:13]3[CH:18]=[CH:17][C:16]([CH3:19])=[CH:15][N:14]=3)[O:10][C:11]=2[N:12]=1.[CH3:21][O:22][C:23]1[N:28]=[C:27]([NH2:29])[CH:26]=[CH:25][C:24]=1[C:30]1[CH:31]=[N:32][N:33]([CH3:35])[CH:34]=1.CC(C)([O-])C.[Na+].C1(P(C2C=CC=CC=2)C2C=CC3C(=CC=CC=3)C=2C2C3C(=CC=CC=3)C=CC=2P(C2C=CC=CC=2)C2C=CC=CC=2)C=CC=CC=1, predict the reaction product. (7) Given the reactants [CH2:1]([OH:5])[CH2:2][CH2:3][OH:4].[CH2:6]([CH:9]1[O:14][CH2:13][CH2:12][CH2:11][O:10]1)[CH2:7][CH3:8], predict the reaction product. The product is: [CH2:6]([CH:9]1[O:14][CH2:13][CH2:12][CH2:11][O:10]1)[CH2:7][CH3:8].[CH2:9]([O:4][CH2:3][CH2:2][CH2:1][O:5][CH2:9][CH2:6][CH2:7][CH3:8])[CH2:6][CH2:7][CH3:8].[CH2:1]([OH:5])[CH2:2][CH2:3][OH:4]. (8) Given the reactants C(OC([C:6]1[N:10]([CH:11]([CH3:13])[CH3:12])[C:9]([C:14]2[C:19]([NH:20][S:21]([C:24]3[CH:29]=[CH:28][C:27]([C:30]([CH3:33])([CH3:32])[CH3:31])=[CH:26][CH:25]=3)(=[O:23])=[O:22])=[CH:18][C:17]([Cl:34])=[CH:16][N:15]=2)=[N:8][N:7]=1)=O)C.[CH3:35][Mg]Br.[CH2:38]1[CH2:42][O:41]CC1, predict the reaction product. The product is: [C:30]([C:27]1[CH:28]=[CH:29][C:24]([S:21]([NH:20][C:19]2[C:14]([C:9]3[N:10]([CH:11]([CH3:13])[CH3:12])[C:6]([C:42]([OH:41])([CH3:38])[CH3:35])=[N:7][N:8]=3)=[N:15][CH:16]=[C:17]([Cl:34])[CH:18]=2)(=[O:23])=[O:22])=[CH:25][CH:26]=1)([CH3:33])([CH3:32])[CH3:31].